From a dataset of hERG potassium channel inhibition data for cardiac toxicity prediction from Karim et al.. Regression/Classification. Given a drug SMILES string, predict its toxicity properties. Task type varies by dataset: regression for continuous values (e.g., LD50, hERG inhibition percentage) or binary classification for toxic/non-toxic outcomes (e.g., AMES mutagenicity, cardiotoxicity, hepatotoxicity). Dataset: herg_karim. (1) The molecule is CC(=O)NCC(NC(=O)C1(N)CCCN(c2ncnc3[nH]ccc23)C1)c1ccc(Cl)cc1. The result is 0 (non-blocker). (2) The compound is COc1ccc([C@@H](C)N[C@@H]2CC[C@@H](C(=O)N3CCC(c4ccccc4)(c4cccnc4)CC3)C(C)(C)C2)cc1. The result is 1 (blocker). (3) The molecule is CCN1CCN(c2cc3[nH]c(S[C@]4(C)CC[C@@H](c5nnnn5C)CC4)nc3cc2Cl)CC1. The result is 1 (blocker). (4) The compound is C[N@+]1(CCc2ccccc2)CC[C@@H](C(=O)c2ccc(Cl)cc2)CC1. The result is 1 (blocker). (5) The molecule is COc1cc(N2C(=O)N(c3ccc(-c4cccc(C(=O)O)c4)cc3)C(=O)C23CCN(Cc2ncccc2C)CC3)ncn1. The result is 1 (blocker). (6) The compound is CCN1C[C@H](c2ccc(-c3cccc(NS(C)(=O)=O)c3)cc2)[C@@H](NS(=O)(=O)C(C)C)C1. The result is 1 (blocker). (7) The molecule is COc1ccc(CCNC(=O)c2ccc(OCCC(F)(F)F)nc2)c(-c2cnc(OC)nc2)c1. The result is 1 (blocker). (8) The molecule is CC(C)C1(C(=O)N2CCN(c3cc(C(F)(F)F)ccn3)CC2)CCC(NC2CCOCC2O)C1. The result is 1 (blocker). (9) The result is 0 (non-blocker). The molecule is CC(C)N1CCC(Oc2ccc(N3CCN(C(=O)c4cc(F)cc(F)c4)CC3=O)cc2)CC1.